From a dataset of Forward reaction prediction with 1.9M reactions from USPTO patents (1976-2016). Predict the product of the given reaction. (1) The product is: [CH3:1][O:2][C:3](=[O:30])[C:4]1[CH:9]=[C:8]([C:10](=[O:26])[C:11]2[CH:12]=[CH:13][C:14]([N:17]([C:19]3[CH:24]=[CH:23][C:22]([Cl:25])=[CH:21][CH:20]=3)[CH3:18])=[CH:15][CH:16]=2)[CH:7]=[CH:6][C:5]=1[N:27]1[C:31]([C:33]2[CH:38]=[CH:37][CH:36]=[CH:35][CH:34]=2)=[CH:32][N:29]=[N:28]1. Given the reactants [CH3:1][O:2][C:3](=[O:30])[C:4]1[CH:9]=[C:8]([C:10](=[O:26])[C:11]2[CH:16]=[CH:15][C:14]([N:17]([C:19]3[CH:24]=[CH:23][C:22]([Cl:25])=[CH:21][CH:20]=3)[CH3:18])=[CH:13][CH:12]=2)[CH:7]=[CH:6][C:5]=1[N:27]=[N+:28]=[N-:29].[C:31]([C:33]1[CH:38]=[CH:37][CH:36]=[CH:35][CH:34]=1)#[CH:32], predict the reaction product. (2) Given the reactants [Cl:1][CH2:2][C:3](Cl)=[O:4].O[NH:7][C:8]([C:10]1[S:11][CH:12]=[CH:13][N:14]=1)=[NH:9].C([O-])([O-])=O.[K+].[K+], predict the reaction product. The product is: [Cl:1][CH2:2][C:3]1[O:4][N:9]=[C:8]([C:10]2[S:11][CH:12]=[CH:13][N:14]=2)[N:7]=1.